From a dataset of Reaction yield outcomes from USPTO patents with 853,638 reactions. Predict the reaction yield, written as a fraction of the theoretical maximum amount of product (1.0 means a 100% yield; for example, 0.34 means a 34% yield). The reactants are [C:9](O[C:9]([O:11][C:12]([CH3:15])([CH3:14])[CH3:13])=[O:10])([O:11][C:12]([CH3:15])([CH3:14])[CH3:13])=[O:10].[NH:16]1[CH2:21][CH2:20][CH:19]([C:22]#[N:23])[CH2:18][CH2:17]1. The catalyst is C(Cl)Cl. The product is [C:22]([CH:19]1[CH2:20][CH2:21][N:16]([C:9]([O:11][C:12]([CH3:13])([CH3:14])[CH3:15])=[O:10])[CH2:17][CH2:18]1)#[N:23]. The yield is 0.736.